From a dataset of Forward reaction prediction with 1.9M reactions from USPTO patents (1976-2016). Predict the product of the given reaction. (1) Given the reactants F[C:2]1[CH:7]=[CH:6][C:5]([C:8]2([CH3:24])[CH2:17][CH2:16][C:15]3([CH3:18])[N:10]([CH2:11][CH2:12][C:13]([CH2:20][CH2:21][CH2:22]O)([OH:19])[CH2:14]3)[CH2:9]2)=[CH:4][CH:3]=1.ClCCl.CS(Cl)(=O)=O, predict the reaction product. The product is: [CH3:24][C:8]1([C:5]2[CH:4]=[CH:3][CH:2]=[CH:7][CH:6]=2)[CH2:17][CH2:16][C:15]2([CH3:18])[N:10]([CH2:11][CH2:12][C:13]3([CH2:20][CH2:21][CH2:22][O:19]3)[CH2:14]2)[CH2:9]1. (2) Given the reactants BrC1C=CC(Cl)=CC=1C#CC(OCC)(OCC)OCC.[Cl:21][C:22]1[CH:27]=[CH:26][C:25]([C:28]2([C:41]([O:43][CH2:44][CH3:45])=[O:42])[CH2:33][CH2:32][N:31]([C:34]([O:36][C:37]([CH3:40])([CH3:39])[CH3:38])=[O:35])[CH2:30][CH2:29]2)=[C:24]([C:46]#[C:47][C:48](OCC)([O:52]CC)[O:49][CH2:50][CH3:51])[CH:23]=1.O.C1(C)C=CC(S(O)(=O)=O)=CC=1, predict the reaction product. The product is: [Cl:21][C:22]1[CH:27]=[CH:26][C:25]([C:28]2([C:41]([O:43][CH2:44][CH3:45])=[O:42])[CH2:33][CH2:32][N:31]([C:34]([O:36][C:37]([CH3:39])([CH3:40])[CH3:38])=[O:35])[CH2:30][CH2:29]2)=[C:24]([C:46]#[C:47][C:48]([O:49][CH2:50][CH3:51])=[O:52])[CH:23]=1. (3) Given the reactants [CH3:1][C:2]1[C:7]([CH3:8])=[CH:6][C:5]([C:9]([F:12])([F:11])[F:10])=[CH:4][N+:3]=1[O-].[C:14](OC(C(F)(F)F)=O)(C(F)(F)F)=[O:15].C([O-])([O-])=O.[K+].[K+], predict the reaction product. The product is: [CH3:1][C:2]1([CH2:14][OH:15])[C:7]([CH3:8])=[CH:6][C:5]([C:9]([F:12])([F:11])[F:10])=[CH:4][NH:3]1. (4) Given the reactants [CH2:1]([N:8]1[C:17](=[O:18])[C:16]2[C:11](=[CH:12][C:13]([Cl:19])=[CH:14][CH:15]=2)[N:10]=[C:9]1[CH:20]([NH:26][CH2:27][CH2:28][CH2:29][NH:30][C:31](=[O:37])[O:32][C:33]([CH3:36])([CH3:35])[CH3:34])[C:21]([N:23]([CH3:25])[CH3:24])=[O:22])[C:2]1[CH:7]=[CH:6][CH:5]=[CH:4][CH:3]=1.[CH3:38][C:39]1[CH:47]=[CH:46][C:42]([C:43](Cl)=[O:44])=[CH:41][CH:40]=1.C(N(CC)CC)C, predict the reaction product. The product is: [CH2:1]([N:8]1[C:17](=[O:18])[C:16]2[C:11](=[CH:12][C:13]([Cl:19])=[CH:14][CH:15]=2)[N:10]=[C:9]1[CH:20]([N:26]([C:43](=[O:44])[C:42]1[CH:46]=[CH:47][C:39]([CH3:38])=[CH:40][CH:41]=1)[CH2:27][CH2:28][CH2:29][NH:30][C:31](=[O:37])[O:32][C:33]([CH3:34])([CH3:36])[CH3:35])[C:21]([N:23]([CH3:25])[CH3:24])=[O:22])[C:2]1[CH:3]=[CH:4][CH:5]=[CH:6][CH:7]=1. (5) Given the reactants [H-].[H-].[H-].[H-].[Li+].[Al+3].C[O:8][C:9]([CH:11]1[CH2:16][CH:15]([S:17][C:18]2[CH:23]=[CH:22][CH:21]=[C:20]([C:24]([F:27])([F:26])[F:25])[CH:19]=2)[CH2:14][CH2:13][O:12]1)=O, predict the reaction product. The product is: [F:27][C:24]([F:25])([F:26])[C:20]1[CH:19]=[C:18]([S:17][CH:15]2[CH2:14][CH2:13][O:12][CH:11]([CH2:9][OH:8])[CH2:16]2)[CH:23]=[CH:22][CH:21]=1. (6) The product is: [C:10]([CH2:12][C:13]1([N:32]2[CH:36]=[C:35]([C:37]3[C:38]4[CH:45]=[CH:44][NH:43][C:39]=4[N:40]=[CH:41][N:42]=3)[CH:34]=[N:33]2)[CH2:16][N:15]([C:17]2[N:18]=[CH:19][C:20]([C:23]([NH:25][C@H:26]([CH3:31])[C:27]([F:28])([F:29])[F:30])=[O:24])=[N:21][CH:22]=2)[CH2:14]1)#[N:11]. Given the reactants B(F)(F)F.CCOCC.[C:10]([CH2:12][C:13]1([N:32]2[CH:36]=[C:35]([C:37]3[C:38]4[CH:45]=[CH:44][N:43](COCC[Si](C)(C)C)[C:39]=4[N:40]=[CH:41][N:42]=3)[CH:34]=[N:33]2)[CH2:16][N:15]([C:17]2[N:18]=[CH:19][C:20]([C:23]([NH:25][C@H:26]([CH3:31])[C:27]([F:30])([F:29])[F:28])=[O:24])=[N:21][CH:22]=2)[CH2:14]1)#[N:11].[OH-].[NH4+].C([O-])(O)=O.[Na+], predict the reaction product. (7) The product is: [ClH:1].[CH3:24][O:25][C:26]1[N:31]=[C:30]([CH2:32][NH:2][CH:3]2[CH2:4][CH2:5][N:6]([CH2:9][CH2:10][N:11]3[C:16](=[O:17])[CH:15]=[N:14][C:13]4[CH:18]=[CH:19][C:20]([O:22][CH3:23])=[N:21][C:12]3=4)[CH2:7][CH2:8]2)[NH:29][C:28]2=[N:34][C:35](=[O:38])[CH2:36][CH2:37][C:27]=12. Given the reactants [ClH:1].[NH2:2][CH:3]1[CH2:8][CH2:7][N:6]([CH2:9][CH2:10][N:11]2[C:16](=[O:17])[CH:15]=[N:14][C:13]3[CH:18]=[CH:19][C:20]([O:22][CH3:23])=[N:21][C:12]2=3)[CH2:5][CH2:4]1.[CH3:24][O:25][C:26]1[C:27]2[CH2:37][CH2:36][C:35](=[O:38])[NH:34][C:28]=2[N:29]=[C:30]([CH:32]=O)[N:31]=1.C([O-])(O)=O.[Na+].[O-]S([O-])(=O)=O.[Na+].[Na+].[BH-](OC(C)=O)(OC(C)=O)OC(C)=O.[Na+], predict the reaction product. (8) The product is: [CH3:13][O:12][C:11]1[C:2]([C:20]2[CH:25]=[CH:24][CH:23]=[CH:22][CH:21]=2)=[CH:3][C:4]([C:5]([O:7][CH3:8])=[O:6])=[CH:9][CH:10]=1. Given the reactants Br[C:2]1[CH:3]=[C:4]([CH:9]=[CH:10][C:11]=1[O:12][CH3:13])[C:5]([O:7][CH3:8])=[O:6].C([O-])([O-])=O.[Na+].[Na+].[C:20]1(B(O)O)[CH:25]=[CH:24][CH:23]=[CH:22][CH:21]=1, predict the reaction product.